The task is: Predict the product of the given reaction.. This data is from Forward reaction prediction with 1.9M reactions from USPTO patents (1976-2016). (1) Given the reactants [CH2:1]([C:8]1[N:13]=[N:12][C:11]([N:14]2[CH2:19][CH2:18][N:17]([C:20]3[CH:25]=[N:24][C:23]([C:26](=[O:29])[CH2:27][OH:28])=[CH:22][N:21]=3)[C@H:16]([CH3:30])[CH2:15]2)=[C:10]([CH3:31])[C:9]=1[CH3:32])[C:2]1[CH:7]=[CH:6][CH:5]=[CH:4][CH:3]=1.[BH4-].[Na+].Cl, predict the reaction product. The product is: [CH2:1]([C:8]1[N:13]=[N:12][C:11]([N:14]2[CH2:19][CH2:18][N:17]([C:20]3[CH:25]=[N:24][C:23]([CH:26]([OH:29])[CH2:27][OH:28])=[CH:22][N:21]=3)[C@H:16]([CH3:30])[CH2:15]2)=[C:10]([CH3:31])[C:9]=1[CH3:32])[C:2]1[CH:7]=[CH:6][CH:5]=[CH:4][CH:3]=1. (2) The product is: [OH:1][CH:2]([CH2:24][CH2:25][S:26]([CH3:27])=[O:36])[C:3]([O:5][CH2:6][CH2:7][CH2:8][CH2:9][CH2:10][CH2:11][CH2:12][CH2:13][CH2:14][CH2:15][CH2:16][CH2:17][CH2:18][CH2:19][CH2:20][CH2:21][CH2:22][CH3:23])=[O:4]. Given the reactants [OH:1][CH:2]([CH2:24][CH2:25][S:26][CH3:27])[C:3]([O:5][CH2:6][CH2:7][CH2:8][CH2:9][CH2:10][CH2:11][CH2:12][CH2:13][CH2:14][CH2:15][CH2:16][CH2:17][CH2:18][CH2:19][CH2:20][CH2:21][CH2:22][CH3:23])=[O:4].C1C=C(Cl)C=C(C(OO)=[O:36])C=1, predict the reaction product. (3) Given the reactants Br[C:2]1[CH:3]=[CH:4][C:5]2[NH:11][C:10](=[O:12])[CH2:9][O:8][C:7]([CH3:14])([CH3:13])[C:6]=2[CH:15]=1.Br[C:17]1[S:21][C:20]([C:22]#[N:23])=[CH:19][C:18]=1[CH3:24], predict the reaction product. The product is: [CH3:13][C:7]1([CH3:14])[C:6]2[CH:15]=[C:2]([C:17]3[S:21][C:20]([C:22]#[N:23])=[CH:19][C:18]=3[CH3:24])[CH:3]=[CH:4][C:5]=2[NH:11][C:10](=[O:12])[CH2:9][O:8]1.